Dataset: NCI-60 drug combinations with 297,098 pairs across 59 cell lines. Task: Regression. Given two drug SMILES strings and cell line genomic features, predict the synergy score measuring deviation from expected non-interaction effect. (1) Drug 1: CC1=CC2C(CCC3(C2CCC3(C(=O)C)OC(=O)C)C)C4(C1=CC(=O)CC4)C. Drug 2: C1CN1P(=S)(N2CC2)N3CC3. Cell line: HS 578T. Synergy scores: CSS=4.18, Synergy_ZIP=-1.76, Synergy_Bliss=-3.21, Synergy_Loewe=-15.6, Synergy_HSA=-8.64. (2) Drug 1: CC1C(C(CC(O1)OC2CC(CC3=C2C(=C4C(=C3O)C(=O)C5=C(C4=O)C(=CC=C5)OC)O)(C(=O)C)O)N)O.Cl. Drug 2: CC1C(C(=O)NC(C(=O)N2CCCC2C(=O)N(CC(=O)N(C(C(=O)O1)C(C)C)C)C)C(C)C)NC(=O)C3=C4C(=C(C=C3)C)OC5=C(C(=O)C(=C(C5=N4)C(=O)NC6C(OC(=O)C(N(C(=O)CN(C(=O)C7CCCN7C(=O)C(NC6=O)C(C)C)C)C)C(C)C)C)N)C. Cell line: IGROV1. Synergy scores: CSS=35.2, Synergy_ZIP=-5.22, Synergy_Bliss=6.96, Synergy_Loewe=5.98, Synergy_HSA=6.39. (3) Drug 1: CC(CN1CC(=O)NC(=O)C1)N2CC(=O)NC(=O)C2. Drug 2: CC1=C(C=C(C=C1)C(=O)NC2=CC(=CC(=C2)C(F)(F)F)N3C=C(N=C3)C)NC4=NC=CC(=N4)C5=CN=CC=C5. Cell line: HT29. Synergy scores: CSS=35.6, Synergy_ZIP=5.04, Synergy_Bliss=6.71, Synergy_Loewe=2.70, Synergy_HSA=2.97. (4) Drug 1: CNC(=O)C1=CC=CC=C1SC2=CC3=C(C=C2)C(=NN3)C=CC4=CC=CC=N4. Drug 2: CC1=C(C(CCC1)(C)C)C=CC(=CC=CC(=CC(=O)O)C)C. Cell line: T-47D. Synergy scores: CSS=15.6, Synergy_ZIP=-1.33, Synergy_Bliss=3.60, Synergy_Loewe=0.641, Synergy_HSA=3.10. (5) Drug 1: CC1=C(C=C(C=C1)NC(=O)C2=CC=C(C=C2)CN3CCN(CC3)C)NC4=NC=CC(=N4)C5=CN=CC=C5. Drug 2: CCCCCOC(=O)NC1=NC(=O)N(C=C1F)C2C(C(C(O2)C)O)O. Cell line: UACC62. Synergy scores: CSS=1.96, Synergy_ZIP=-1.38, Synergy_Bliss=-0.781, Synergy_Loewe=0.0486, Synergy_HSA=0.0487. (6) Drug 1: CC1=C(C=C(C=C1)NC2=NC=CC(=N2)N(C)C3=CC4=NN(C(=C4C=C3)C)C)S(=O)(=O)N.Cl. Drug 2: C1=CC(=CC=C1CCCC(=O)O)N(CCCl)CCCl. Cell line: CCRF-CEM. Synergy scores: CSS=32.1, Synergy_ZIP=-5.73, Synergy_Bliss=-13.2, Synergy_Loewe=-21.4, Synergy_HSA=-12.9. (7) Drug 1: CC1=C2C(C(=O)C3(C(CC4C(C3C(C(C2(C)C)(CC1OC(=O)C(C(C5=CC=CC=C5)NC(=O)C6=CC=CC=C6)O)O)OC(=O)C7=CC=CC=C7)(CO4)OC(=O)C)O)C)OC(=O)C. Drug 2: C1CNP(=O)(OC1)N(CCCl)CCCl. Cell line: HOP-62. Synergy scores: CSS=2.95, Synergy_ZIP=7.29, Synergy_Bliss=8.21, Synergy_Loewe=-27.7, Synergy_HSA=2.24. (8) Drug 1: C1=CC(=C2C(=C1NCCNCCO)C(=O)C3=C(C=CC(=C3C2=O)O)O)NCCNCCO. Drug 2: C1C(C(OC1N2C=NC3=C2NC=NCC3O)CO)O. Cell line: OVCAR-8. Synergy scores: CSS=22.7, Synergy_ZIP=-1.87, Synergy_Bliss=-5.86, Synergy_Loewe=-40.2, Synergy_HSA=-4.76. (9) Drug 1: CC1OCC2C(O1)C(C(C(O2)OC3C4COC(=O)C4C(C5=CC6=C(C=C35)OCO6)C7=CC(=C(C(=C7)OC)O)OC)O)O. Drug 2: CC1=C(C(=O)C2=C(C1=O)N3CC4C(C3(C2COC(=O)N)OC)N4)N. Cell line: MALME-3M. Synergy scores: CSS=30.1, Synergy_ZIP=-4.12, Synergy_Bliss=0.500, Synergy_Loewe=-22.8, Synergy_HSA=4.09. (10) Drug 1: CNC(=O)C1=CC=CC=C1SC2=CC3=C(C=C2)C(=NN3)C=CC4=CC=CC=N4. Drug 2: C1C(C(OC1N2C=NC(=NC2=O)N)CO)O. Cell line: CAKI-1. Synergy scores: CSS=21.4, Synergy_ZIP=-3.88, Synergy_Bliss=-0.388, Synergy_Loewe=0.936, Synergy_HSA=1.85.